From a dataset of CYP2C19 inhibition data for predicting drug metabolism from PubChem BioAssay. Regression/Classification. Given a drug SMILES string, predict its absorption, distribution, metabolism, or excretion properties. Task type varies by dataset: regression for continuous measurements (e.g., permeability, clearance, half-life) or binary classification for categorical outcomes (e.g., BBB penetration, CYP inhibition). Dataset: cyp2c19_veith. (1) The compound is CCC#CCOCC(=S)Nc1ccccc1. The result is 0 (non-inhibitor). (2) The drug is CCNc1ncc2nc(-c3cc(F)cc(F)c3)c(=O)n(C3CC3)c2n1. The result is 0 (non-inhibitor). (3) The drug is O=C(Oc1ccccc1)N1CCC2(CC1)CN(c1ncccn1)C2. The result is 0 (non-inhibitor). (4) The molecule is CCN(CC)C(=O)C(=O)N/N=C/c1cccc(Br)c1. The result is 1 (inhibitor).